From a dataset of Full USPTO retrosynthesis dataset with 1.9M reactions from patents (1976-2016). Predict the reactants needed to synthesize the given product. (1) Given the product [CH3:1][O:2][C:3]1[N:8]=[C:7]2[C:9]([C:13]3[NH:23][C:16]4=[N:17][CH:18]=[CH:19][C:20]([CH2:21][OH:22])=[C:15]4[CH:14]=3)=[CH:10][N:11]([CH3:12])[C:6]2=[CH:5][C:4]=1[O:24][CH3:25], predict the reactants needed to synthesize it. The reactants are: [CH3:1][O:2][C:3]1[N:8]=[C:7]2[C:9]([C:13]3[NH:23][C:16]4[N:17]=[CH:18][CH:19]=[C:20]([CH:21]=[O:22])[C:15]=4[CH:14]=3)=[CH:10][N:11]([CH3:12])[C:6]2=[CH:5][C:4]=1[O:24][CH3:25].[BH4-].[Na+]. (2) Given the product [C:1]([O:5][CH2:6][C:7]1[CH:8]=[C:9]([C:13]2[N:21]3[C:16]([CH:17]=[N:18][C:19]([NH:35][C:31]4[CH:32]=[CH:33][CH:34]=[C:29]([N:23]5[CH2:28][CH2:27][O:26][CH2:25][CH2:24]5)[CH:30]=4)=[N:20]3)=[CH:15][CH:14]=2)[CH:10]=[CH:11][CH:12]=1)([CH3:4])([CH3:3])[CH3:2], predict the reactants needed to synthesize it. The reactants are: [C:1]([O:5][CH2:6][C:7]1[CH:8]=[C:9]([C:13]2[N:21]3[C:16]([CH:17]=[N:18][C:19](O)=[N:20]3)=[CH:15][CH:14]=2)[CH:10]=[CH:11][CH:12]=1)([CH3:4])([CH3:3])[CH3:2].[N:23]1([C:29]2[CH:30]=[C:31]([NH2:35])[CH:32]=[CH:33][CH:34]=2)[CH2:28][CH2:27][O:26][CH2:25][CH2:24]1.